This data is from Forward reaction prediction with 1.9M reactions from USPTO patents (1976-2016). The task is: Predict the product of the given reaction. (1) Given the reactants [OH:1][C:2]1[CH:9]=[CH:8][C:5]([C:6]#[N:7])=[CH:4][C:3]=1[O:10][CH3:11].S(=O)(=O)(O)O.[CH3:17][O:18][C:19]1[C:27]2[O:26][C:25]([CH3:29])([CH3:28])[CH2:24][C:23]=2[CH:22]=[C:21]([CH:30]=[C:31]([CH3:33])[CH3:32])[CH:20]=1.N, predict the reaction product. The product is: [CH3:11][O:10][C:3]1[CH:4]=[C:5]([C:6]2[C:22]3[C:21](=[CH:20][C:19]([O:18][CH3:17])=[C:27]4[O:26][C:25]([CH3:29])([CH3:28])[CH2:24][C:23]4=3)[CH2:30][C:31]([CH3:33])([CH3:32])[N:7]=2)[CH:8]=[CH:9][C:2]=1[OH:1]. (2) The product is: [CH3:23][O:20][C:16]1[C:14]2[N:15]=[C:11]([CH2:10][CH2:9][C:8]#[C:7][C:2]3[CH:3]=[CH:4][CH:5]=[CH:6][N:1]=3)[O:12][C:13]=2[CH:19]=[CH:18][CH:17]=1. Given the reactants [N:1]1[CH:6]=[CH:5][CH:4]=[CH:3][C:2]=1[C:7]#[C:8][CH2:9][CH2:10][C:11]1[O:12][C:13]2[C:14](=[C:16]([OH:20])[CH:17]=[CH:18][CH:19]=2)[N:15]=1.CI.[C:23]([O-])([O-])=O.[K+].[K+], predict the reaction product. (3) Given the reactants [N:1]1([CH2:7][C:8]#[C:9][C:10](=O)[CH3:11])[CH2:6][CH2:5][O:4][CH2:3][CH2:2]1.Br.[CH2:14]([S:20][C:21](=[NH:23])[NH2:22])[CH2:15][CH2:16][CH2:17][CH2:18][CH3:19].C(N(CC)C(C)C)(C)C, predict the reaction product. The product is: [CH2:14]([S:20][C:21]1[N:23]=[C:8]([CH2:7][N:1]2[CH2:6][CH2:5][O:4][CH2:3][CH2:2]2)[CH:9]=[C:10]([CH3:11])[N:22]=1)[CH2:15][CH2:16][CH2:17][CH2:18][CH3:19]. (4) Given the reactants [CH3:1][O:2][C:3]1[CH:11]=[C:10]([C:12]([F:15])([F:14])[F:13])[CH:9]=[CH:8][C:4]=1[C:5]([OH:7])=O.C[O:17][C:18](=[O:37])[CH2:19][CH2:20][C:21]1[CH:26]=[CH:25][C:24]([O:27][C:28]2[CH:33]=[CH:32][CH:31]=[C:30]([CH2:34][NH2:35])[CH:29]=2)=[CH:23][C:22]=1[CH3:36], predict the reaction product. The product is: [CH3:1][O:2][C:3]1[CH:11]=[C:10]([C:12]([F:15])([F:14])[F:13])[CH:9]=[CH:8][C:4]=1[C:5]([NH:35][CH2:34][C:30]1[CH:29]=[C:28]([CH:33]=[CH:32][CH:31]=1)[O:27][C:24]1[CH:25]=[CH:26][C:21]([CH2:20][CH2:19][C:18]([OH:37])=[O:17])=[C:22]([CH3:36])[CH:23]=1)=[O:7]. (5) Given the reactants Cl[C:2]([O:4][CH2:5][CH2:6][CH2:7][Cl:8])=[O:3].[Cl:9][C:10]1[CH:11]=[C:12]([CH:17]2[CH2:21][NH:20][CH2:19][CH:18]2[N:22]([CH2:24][C:25]2[CH:30]=[CH:29][C:28]([C:31]([F:34])([F:33])[F:32])=[C:27]([F:35])[CH:26]=2)[CH3:23])[CH:13]=[CH:14][C:15]=1[Cl:16].C(N(CC)CC)C, predict the reaction product. The product is: [Cl:8][CH2:7][CH2:6][CH2:5][O:4][C:2]([N:20]1[CH2:19][CH:18]([N:22]([CH2:24][C:25]2[CH:30]=[CH:29][C:28]([C:31]([F:34])([F:32])[F:33])=[C:27]([F:35])[CH:26]=2)[CH3:23])[CH:17]([C:12]2[CH:13]=[CH:14][C:15]([Cl:16])=[C:10]([Cl:9])[CH:11]=2)[CH2:21]1)=[O:3]. (6) Given the reactants [Br:1][C:2]1[CH:3]=[N:4][C:5]2[N:6]([N:8]=[C:9]([C:11]([OH:13])=O)[CH:10]=2)[CH:7]=1.[CH3:14][CH:15]1[CH2:20][C:19]([C:21]2[CH:26]=[CH:25][CH:24]=[CH:23][C:22]=2[CH3:27])=[CH:18][CH2:17][NH:16]1, predict the reaction product. The product is: [Br:1][C:2]1[CH:3]=[N:4][C:5]2[N:6]([N:8]=[C:9]([C:11]([N:16]3[CH2:17][CH:18]=[C:19]([C:21]4[CH:26]=[CH:25][CH:24]=[CH:23][C:22]=4[CH3:27])[CH2:20][CH:15]3[CH3:14])=[O:13])[CH:10]=2)[CH:7]=1. (7) Given the reactants C(O[C:5](=[O:17])[C:6](=[CH:13]OCC)[C:7]([O:9][CH:10]([CH3:12])[CH3:11])=[O:8])(C)C.[C:18]([O:22][C:23]([CH:25]1[CH2:30][CH2:29][N:28]([C:31](=[NH:35])[CH2:32][C:33]#[N:34])[CH2:27][CH2:26]1)=[O:24])([CH3:21])([CH3:20])[CH3:19], predict the reaction product. The product is: [CH:10]([O:9][C:7]([C:6]1[C:5](=[O:17])[NH:35][C:31]([N:28]2[CH2:27][CH2:26][CH:25]([C:23]([O:22][C:18]([CH3:21])([CH3:20])[CH3:19])=[O:24])[CH2:30][CH2:29]2)=[C:32]([C:33]#[N:34])[CH:13]=1)=[O:8])([CH3:11])[CH3:12]. (8) Given the reactants [CH3:13][C:12]([O:11][C:9](O[C:9]([O:11][C:12]([CH3:15])([CH3:14])[CH3:13])=[O:10])=[O:10])([CH3:15])[CH3:14].[NH2:16][CH2:17][CH2:18][S:19]([NH:22][C@H:23]1[CH2:28][CH2:27][CH2:26][N:25]([C:29]([O:31][CH2:32][C:33]2[CH:38]=[CH:37][CH:36]=[CH:35][CH:34]=2)=[O:30])[CH2:24]1)(=[O:21])=[O:20].C(=O)(O)[O-].[Na+], predict the reaction product. The product is: [CH3:15][C:12]([O:11][C:9]([NH:16][CH2:17][CH2:18][S:19]([NH:22][C@H:23]1[CH2:28][CH2:27][CH2:26][N:25]([C:29]([O:31][CH2:32][C:33]2[CH:34]=[CH:35][CH:36]=[CH:37][CH:38]=2)=[O:30])[CH2:24]1)(=[O:20])=[O:21])=[O:10])([CH3:13])[CH3:14]. (9) Given the reactants [CH:1]1([C:5](Cl)=[O:6])[CH2:4][CH2:3][CH2:2]1.[NH2:8][C@H:9]([C:16]1[CH:21]=[CH:20][CH:19]=[CH:18][CH:17]=1)[CH2:10][C:11]([O:13][CH2:14][CH3:15])=[O:12].CCN(CC)CC, predict the reaction product. The product is: [CH:1]1([C:5]([NH:8][C@H:9]([C:16]2[CH:21]=[CH:20][CH:19]=[CH:18][CH:17]=2)[CH2:10][C:11]([O:13][CH2:14][CH3:15])=[O:12])=[O:6])[CH2:4][CH2:3][CH2:2]1.